Dataset: Human Reference Interactome with 51,813 positive PPI pairs across 8,248 proteins, plus equal number of experimentally-validated negative pairs. Task: Binary Classification. Given two protein amino acid sequences, predict whether they physically interact or not. Protein 1 (ENSG00000108590) has sequence MAAAVAMETDDAGNRLRFQLELEFVQCLANPNYLNFLAQRGYFKDKAFVNYLKYLLYWKDPEYAKYLKYPQCLHMLELLQYEHFRKELVNAQCAKFIDEQQILHWQHYSRKRMRLQQALAEQQQQNNTSGK*MLELLQYEHFRKELVNAQCAKFIDEQQILHWQHYSRKRMRLQQALAEQQQQNNTSGK*MAAAVAMETDDAGNRLRFQLELEFVQCLANPNYLNCTLSVYTC*. Protein 2 (ENSG00000158055) has sequence MWMNSILPIFLFRSVRLLKNDPVNLQKFSYTSEDEAWKTYLENPLTAATKAMMRVNGDDDSVAALSFLYDYYMGPKEKRILSSSTGGRNDQGKRYYHGMEYETDLTPLESPTHLMKFLTENVSGTPEYPDLLKKNNLMSLEGALPTPGKAAPLPAGPSKLEAGSVDSYLLPTTDMYDNGSLNSLFESIHGVPPTQRWQPDSTFKDDPQESMLFPDILKTSPEPPCPEDYPSLKSDFEYTLGSPKAIHIKSGESPMAYLNKGQFYPVTLRTPAGGKGLALSSNKVKSVVMVVFDNEKVPVE.... Result: 0 (the proteins do not interact).